Predict which catalyst facilitates the given reaction. From a dataset of Catalyst prediction with 721,799 reactions and 888 catalyst types from USPTO. (1) Reactant: [CH3:1][O:2][C:3]1[C:19]([O:20][CH3:21])=[C:18]([O:22][CH3:23])[CH:17]=[C:16]([CH3:24])[C:4]=1[C:5]([C:7]1[C:8]([F:15])=[N:9][CH:10]=[C:11]([CH3:14])[C:12]=1I)=[O:6].[C:25](=O)([O-])[O-].[K+].[K+].CB1OB(C)OB(C)O1. Product: [CH3:1][O:2][C:3]1[C:19]([O:20][CH3:21])=[C:18]([O:22][CH3:23])[CH:17]=[C:16]([CH3:24])[C:4]=1[C:5]([C:7]1[C:8]([F:15])=[N:9][CH:10]=[C:11]([CH3:14])[C:12]=1[CH3:25])=[O:6]. The catalyst class is: 203. (2) Reactant: [CH2:1]([N:8]([C:47](=[O:51])[C:48]([OH:50])=[O:49])[CH2:9][CH:10]([CH:41]1[CH2:46][CH2:45][CH2:44][CH2:43][CH2:42]1)[C:11]1[CH:16]=[CH:15][C:14](/[CH:17]=[CH:18]/[C:19]([NH:21][C:22]2[CH:27]=[C:26]([C:28]3[CH:33]=[CH:32][CH:31]=[CH:30][CH:29]=3)[C:25]([OH:34])=[C:24]([C:35]3[CH:40]=[CH:39][CH:38]=[CH:37][CH:36]=3)[CH:23]=2)=[O:20])=[CH:13][CH:12]=1)[C:2]1[CH:7]=[CH:6][CH:5]=[CH:4][CH:3]=1. Product: [CH2:1]([N:8]([C:47](=[O:51])[C:48]([OH:50])=[O:49])[CH2:9][CH:10]([CH:41]1[CH2:46][CH2:45][CH2:44][CH2:43][CH2:42]1)[C:11]1[CH:12]=[CH:13][C:14]([CH2:17][CH2:18][C:19]([NH:21][C:22]2[CH:23]=[C:24]([C:35]3[CH:40]=[CH:39][CH:38]=[CH:37][CH:36]=3)[C:25]([OH:34])=[C:26]([C:28]3[CH:33]=[CH:32][CH:31]=[CH:30][CH:29]=3)[CH:27]=2)=[O:20])=[CH:15][CH:16]=1)[C:2]1[CH:7]=[CH:6][CH:5]=[CH:4][CH:3]=1. The catalyst class is: 29. (3) The catalyst class is: 265. Product: [Cl:1][C:2]1[CH:15]=[C:14]2[C:5]([CH2:6][CH2:7][NH:8][C:9]2=[O:10])=[CH:4][C:3]=1[O:16][CH3:17]. Reactant: [Cl:1][C:2]1[CH:15]=[CH:14][C:5]([CH2:6][CH2:7][NH:8][C:9](=O)[O:10]CC)=[CH:4][C:3]=1[O:16][CH3:17].O=P12OP3(OP(OP(O3)(O1)=O)(=O)O2)=O. (4) Reactant: [O:1]=[C:2]1[CH2:9][C:6]([CH3:8])([CH3:7])[CH2:5][C:4]([CH3:10])=[CH:3]1. Product: [CH3:7][C:6]1([CH3:8])[CH2:5][CH:4]([CH3:10])[CH2:3][CH:2]([OH:1])[CH2:9]1. The catalyst class is: 553.